Task: Predict which catalyst facilitates the given reaction.. Dataset: Catalyst prediction with 721,799 reactions and 888 catalyst types from USPTO (1) Reactant: [CH2:1]([O:8][C:9]([N:11]1[CH2:15][C@H:14]([OH:16])[CH2:13][C@H:12]1[C:17]([OH:19])=O)=[O:10])[C:2]1[CH:7]=[CH:6][CH:5]=[CH:4][CH:3]=1.C1C=CC2N(O)N=NC=2C=1.C1CC[CH:33]([N:36]=[C:37]=NC2CCCCC2)CC1.CNC. The catalyst class is: 2. Product: [CH2:1]([O:8][C:9]([N:11]1[CH2:15][C@H:14]([OH:16])[CH2:13][C@H:12]1[C:17]([N:36]([CH3:37])[CH3:33])=[O:19])=[O:10])[C:2]1[CH:7]=[CH:6][CH:5]=[CH:4][CH:3]=1. (2) Reactant: [F:1][C:2]1[CH:3]=[C:4]([N:16]2[CH2:21][CH2:20][O:19][CH2:18][CH2:17]2)[CH:5]=[CH:6][C:7]=1[CH2:8][N:9]1[CH2:14][CH2:13][NH:12][C@@H:11]([CH3:15])[CH2:10]1.[C:22](=O)([O:31]N1C(=O)CCC1=O)[O:23][N:24]1[C:28](=[O:29])[CH2:27][CH2:26][C:25]1=[O:30].C(N(CC)CC)C. Product: [F:1][C:2]1[CH:3]=[C:4]([N:16]2[CH2:21][CH2:20][O:19][CH2:18][CH2:17]2)[CH:5]=[CH:6][C:7]=1[CH2:8][N:9]1[CH2:14][CH2:13][N:12]([C:22]([O:23][N:24]2[C:28](=[O:29])[CH2:27][CH2:26][C:25]2=[O:30])=[O:31])[C@@H:11]([CH3:15])[CH2:10]1. The catalyst class is: 23. (3) Reactant: [CH3:1][N:2]1[C:8]2[CH:9]=[CH:10][CH:11]=[CH:12][C:7]=2[N:6]([CH3:13])[CH2:5][C@H:4]([NH:14]C(=O)OC(C)(C)C)[C:3]1=[O:22].[ClH:23]. Product: [ClH:23].[NH2:14][C@@H:4]1[C:3](=[O:22])[N:2]([CH3:1])[C:8]2[CH:9]=[CH:10][CH:11]=[CH:12][C:7]=2[N:6]([CH3:13])[CH2:5]1. The catalyst class is: 12. (4) Reactant: Br[C:2]1[C:3]([CH3:21])([CH3:20])[O:4][C:5]2[C:10]([C:11]=1[C:12]1[CH:17]=[CH:16][C:15]([F:18])=[CH:14][CH:13]=1)=[CH:9][CH:8]=[C:7]([Cl:19])[CH:6]=2.[CH2:22]([Sn](CCCC)(CCCC)C=C)[CH2:23]CC.[F-].[K+]. Product: [Cl:19][C:7]1[CH:6]=[C:5]2[C:10]([C:11]([C:12]3[CH:17]=[CH:16][C:15]([F:18])=[CH:14][CH:13]=3)=[C:2]([CH:22]=[CH2:23])[C:3]([CH3:21])([CH3:20])[O:4]2)=[CH:9][CH:8]=1. The catalyst class is: 660. (5) Reactant: [CH:1]1([N:5]2[CH2:11][CH2:10][C:9]3[S:12][C:13]([CH:15]4[CH2:19][CH2:18][NH:17][CH2:16]4)=[N:14][C:8]=3[CH2:7][CH2:6]2)[CH2:4][CH2:3][CH2:2]1.Br[C:21]1[CH:26]=[CH:25][CH:24]=[C:23]([CH3:27])[N:22]=1.CC(C)([O-])C.[Na+].C1(C2C3C(=CC=CC=3)C=CC=2P(C2C=CC=CC=2)C2C=CC=CC=2)C2C(=CC=CC=2)C=CC=1P(C1C=CC=CC=1)C1C=CC=CC=1. Product: [CH:1]1([N:5]2[CH2:11][CH2:10][C:9]3[S:12][C:13]([CH:15]4[CH2:19][CH2:18][N:17]([C:21]5[CH:26]=[CH:25][CH:24]=[C:23]([CH3:27])[N:22]=5)[CH2:16]4)=[N:14][C:8]=3[CH2:7][CH2:6]2)[CH2:2][CH2:3][CH2:4]1. The catalyst class is: 160. (6) Reactant: [C:1]([CH2:3][C:4]1[CH:5]=[C:6]([CH:12]=[C:13]([C:15]([N:17]([CH2:21][CH2:22][CH3:23])[CH2:18][CH2:19][CH3:20])=[O:16])[CH:14]=1)[C:7]([O:9]CC)=[O:8])#[N:2].O.[OH-].[Li+].Cl. Product: [C:1]([CH2:3][C:4]1[CH:5]=[C:6]([CH:12]=[C:13]([C:15]([N:17]([CH2:18][CH2:19][CH3:20])[CH2:21][CH2:22][CH3:23])=[O:16])[CH:14]=1)[C:7]([OH:9])=[O:8])#[N:2]. The catalyst class is: 40.